The task is: Predict which catalyst facilitates the given reaction.. This data is from Catalyst prediction with 721,799 reactions and 888 catalyst types from USPTO. (1) Reactant: [CH2:1]([C:3]1[N:8]([C:9]2[CH:14]=[CH:13][C:12]([O:15][CH:16]3[CH2:21][CH2:20][CH2:19][CH:18]([OH:22])[CH2:17]3)=[CH:11][CH:10]=2)[C:7](=[O:23])[C:6]([CH2:24][C:25]2[CH:30]=[CH:29][C:28]([C:31]3[CH:36]=[CH:35][CH:34]=[CH:33][C:32]=3[C:37]3[NH:41][C:40](=[O:42])[O:39][N:38]=3)=[CH:27][CH:26]=2)=[C:5]([CH2:43][CH2:44][CH3:45])[N:4]=1)[CH3:2].CC(OI1(OC(C)=O)(OC(C)=O)OC(=O)C2C1=CC=CC=2)=O. Product: [CH2:1]([C:3]1[N:8]([C:9]2[CH:10]=[CH:11][C:12]([O:15][CH:16]3[CH2:21][CH2:20][CH2:19][C:18](=[O:22])[CH2:17]3)=[CH:13][CH:14]=2)[C:7](=[O:23])[C:6]([CH2:24][C:25]2[CH:30]=[CH:29][C:28]([C:31]3[CH:36]=[CH:35][CH:34]=[CH:33][C:32]=3[C:37]3[NH:41][C:40](=[O:42])[O:39][N:38]=3)=[CH:27][CH:26]=2)=[C:5]([CH2:43][CH2:44][CH3:45])[N:4]=1)[CH3:2]. The catalyst class is: 96. (2) Reactant: [CH2:1]([CH:5]([CH2:9][CH2:10][CH2:11][CH2:12][CH2:13][CH3:14])[C:6](O)=[O:7])[CH2:2][CH2:3][CH3:4].S(Cl)([Cl:17])=O. Product: [CH2:1]([CH:5]([CH2:9][CH2:10][CH2:11][CH2:12][CH2:13][CH3:14])[C:6]([Cl:17])=[O:7])[CH2:2][CH2:3][CH3:4]. The catalyst class is: 2. (3) Reactant: C[O:2][C:3](=[O:23])[C@@H:4]([N:8]1[CH2:12][C:11]([O:13][C:14]2[C:19]([F:20])=[CH:18][CH:17]=[CH:16][C:15]=2[F:21])=[CH:10][C:9]1=[O:22])[CH2:5][CH2:6][CH3:7].O.[OH-].[Li+].O. Product: [F:21][C:15]1[CH:16]=[CH:17][CH:18]=[C:19]([F:20])[C:14]=1[O:13][C:11]1[CH2:12][N:8]([C@@H:4]([CH2:5][CH2:6][CH3:7])[C:3]([OH:23])=[O:2])[C:9](=[O:22])[CH:10]=1. The catalyst class is: 30. (4) Reactant: [CH2:1]([C:9]1[CH:16]=[CH:15][C:12]([CH:13]=[O:14])=[CH:11][CH:10]=1)[CH2:2][CH2:3][CH2:4][CH2:5][CH2:6][CH2:7][CH3:8].[CH2:17]([Mg]Br)[CH:18]=[CH2:19]. Product: [CH2:1]([C:9]1[CH:10]=[CH:11][C:12]([CH:13]([OH:14])[CH2:19][CH:18]=[CH2:17])=[CH:15][CH:16]=1)[CH2:2][CH2:3][CH2:4][CH2:5][CH2:6][CH2:7][CH3:8]. The catalyst class is: 1. (5) Reactant: [F:1][C:2]1[CH:3]=[C:4]([OH:11])[CH:5]=[CH:6][C:7]=1[N+:8]([O-:10])=[O:9].[CH2:12](Br)[C:13]1[CH:18]=[CH:17][CH:16]=[CH:15][CH:14]=1.C(=O)([O-])[O-].[K+].[K+]. Product: [CH2:12]([O:11][C:4]1[CH:5]=[CH:6][C:7]([N+:8]([O-:10])=[O:9])=[C:2]([F:1])[CH:3]=1)[C:13]1[CH:18]=[CH:17][CH:16]=[CH:15][CH:14]=1. The catalyst class is: 215. (6) Reactant: [CH3:1][C:2]1[NH:3][C:4]2[C:5]([N:11]=1)=[N:6][CH:7]=[CH:8][C:9]=2[CH3:10].ClC1C=CC=C(C(OO)=[O:20])C=1. Product: [CH3:1][C:2]1[NH:3][C:4]2[C:5]([N:11]=1)=[N+:6]([O-:20])[CH:7]=[CH:8][C:9]=2[CH3:10]. The catalyst class is: 22. (7) Reactant: [CH3:1][C@@H:2]([C@@H:33]([OH:35])[CH3:34])[C@@H:3]1[O:5][C@H:4]1[CH2:6][C@@H:7]1[C@@H:12]([OH:13])[C@@H:11]([OH:14])[C@H:10]([CH2:15]/[C:16](/[CH3:32])=[CH:17]/[C:18]([O:20][CH2:21][CH2:22][CH2:23][CH2:24][CH2:25][CH2:26][CH2:27][CH2:28][C:29]([OH:31])=[O:30])=[O:19])[O:9][CH2:8]1.[OH-].[K+].[Cl-].[Ca+2:39].[Cl-]. Product: [CH3:1][C@H:2]([C@H:3]1[C@H:4]([CH2:6][C@H:7]2[CH2:8][O:9][C@@H:10]([CH2:15]/[C:16](/[CH3:32])=[CH:17]/[C:18]([O:20][CH2:21][CH2:22][CH2:23][CH2:24][CH2:25][CH2:26][CH2:27][CH2:28][C:29]([O-:31])=[O:30])=[O:19])[C@H:11]([OH:14])[C@@H:12]2[OH:13])[O:5]1)[C@H:33]([CH3:34])[OH:35].[CH3:1][C@H:2]([C@H:3]1[C@H:4]([CH2:6][C@H:7]2[CH2:8][O:9][C@@H:10]([CH2:15]/[C:16](/[CH3:32])=[CH:17]/[C:18]([O:20][CH2:21][CH2:22][CH2:23][CH2:24][CH2:25][CH2:26][CH2:27][CH2:28][C:29]([O-:31])=[O:30])=[O:19])[C@H:11]([OH:14])[C@@H:12]2[OH:13])[O:5]1)[C@H:33]([CH3:34])[OH:35].[Ca+2:39]. The catalyst class is: 5. (8) Reactant: [NH2:1][C:2]1[N:7]=[C:6]([NH:8][C:9]2[CH:10]=[N:11][N:12]([CH3:14])[CH:13]=2)[N:5]=[C:4]([C:15]2[C:16]([CH2:36][OH:37])=[C:17]([N:21]3[CH:30]=[CH:29][C:28]4[C:23](=[C:24]([F:34])[CH:25]=[C:26]([CH:31]5[CH2:33][CH2:32]5)[CH:27]=4)[C:22]3=[O:35])[CH:18]=[CH:19][CH:20]=2)[CH:3]=1.[ClH:38].C(OCC)(=O)C. Product: [ClH:38].[NH2:1][C:2]1[N:7]=[C:6]([NH:8][C:9]2[CH:10]=[N:11][N:12]([CH3:14])[CH:13]=2)[N:5]=[C:4]([C:15]2[C:16]([CH2:36][OH:37])=[C:17]([N:21]3[CH:30]=[CH:29][C:28]4[C:23](=[C:24]([F:34])[CH:25]=[C:26]([CH:31]5[CH2:33][CH2:32]5)[CH:27]=4)[C:22]3=[O:35])[CH:18]=[CH:19][CH:20]=2)[CH:3]=1. The catalyst class is: 8.